Dataset: Drug-target binding data from BindingDB using Ki measurements. Task: Regression. Given a target protein amino acid sequence and a drug SMILES string, predict the binding affinity score between them. We predict pKi (pKi = -log10(Ki in M); higher means stronger inhibition). Dataset: bindingdb_ki. (1) The drug is COc1cc2c(cc1-c1c(C)noc1C)[nH]c1nc(C)nc(-c3ccc(C(=O)NC4CCN(C5COC5)CC4)c4ccccc34)c12. The target protein sequence is WKHQFAWPFYQPVDAIKLNLPDYHKIIKNPMDMGTIKKRLENNYYWSASECMQDFNTMFTNCYIYNKPTDDIV. The pKi is 8.0. (2) The compound is O=S1(=O)c2ccccc2CCC12CCN(Cc1ccccc1)CC2. The target protein sequence is MNPDLDTGHNTSAPAHWGELKDDNFTGPNQTSSNSTLPQLDVTRAISVGLVLGAFILFAIVGNILVILSVACNRHLRTPTNYFIVNLAIADLLLSFTVLPFSATLEVLGYWVLGRIFCDIWAAVDVLCCTASILSLCAISIDRYIGVRYSLQYPTLVTRRKAILALLSVWVLSTVISIGPLLGWKEPAPNDDKECGVTEEPFYALFSSLGSFYIPLAVILVMYCRVYIVAKRTTKNLEAGVMKEMSNSKELTLRIHSKNFHEDTLSSTKAKGHNPRSSIAVKLFKFSREKKAAKTLGIVVGMFILCWLPFFIALPLGSLFSTLKPPDAVFKVVFWLGYFNSCLNPIIYPCSSKEFKRAFMRILGCQCRGGRRRRRRRRLGACAYTYRPWTRGGSLERSQSRKDSLDDSGSCMSGTQRTLPSASPSPGYLGRGTQPPVELCAFPEWKPGALLSLPEPPGRRGRLDSGPLFTFKLLGDPESPGTEGDTSNGGCDTTTDLANG.... The pKi is 5.0.